Predict the product of the given reaction. From a dataset of Forward reaction prediction with 1.9M reactions from USPTO patents (1976-2016). (1) Given the reactants Cl[C:2]1[C:3]([C:12]#[N:13])=[N:4][CH:5]=[CH:6][C:7]=1[O:8][CH:9]([CH3:11])[CH3:10].CC#N.[CH3:17][O:18][C:19](=[O:22])[CH2:20][SH:21].C(=O)([O-])[O-].[K+].[K+], predict the reaction product. The product is: [NH2:13][C:12]1[C:3]2=[N:4][CH:5]=[CH:6][C:7]([O:8][CH:9]([CH3:11])[CH3:10])=[C:2]2[S:21][C:20]=1[C:19]([O:18][CH3:17])=[O:22]. (2) The product is: [C:28]([O:27][C:25]([C:23]1[N:24]=[C:20]([C:18](=[O:17])[NH:10][CH:7]2[CH2:8][CH2:9][N:4]([CH:1]([CH3:3])[CH3:2])[CH2:5][CH2:6]2)[N:21]([CH2:32][C:33]2[CH:37]=[C:36]([C:38]3[S:39][C:40]([Cl:43])=[CH:41][CH:42]=3)[O:35][N:34]=2)[CH:22]=1)=[O:26])([CH3:31])([CH3:29])[CH3:30]. Given the reactants [CH:1]([N:4]1[CH2:9][CH2:8][CH:7]([NH2:10])[CH2:6][CH2:5]1)([CH3:3])[CH3:2].C[Al](C)C.CC[O:17][C:18]([C:20]1[N:21]([CH2:32][C:33]2[CH:37]=[C:36]([C:38]3[S:39][C:40]([Cl:43])=[CH:41][CH:42]=3)[O:35][N:34]=2)[CH:22]=[C:23]([C:25]([O:27][C:28]([CH3:31])([CH3:30])[CH3:29])=[O:26])[N:24]=1)=O, predict the reaction product. (3) The product is: [CH2:1]([N:7]([CH2:21][C:22]1[CH:23]=[CH:24][C:25]([C:28]#[C:29][C:30]2[CH:31]=[CH:32][C:33]([O:36][CH3:37])=[CH:34][CH:35]=2)=[CH:26][CH:27]=1)[C:8]1[CH:20]=[CH:19][C:11]([OH:12])=[C:10]([CH:9]=1)[C:15]([OH:16])=[O:14])[CH2:2][CH2:3][CH2:4][CH2:5][CH3:6]. Given the reactants [CH2:1]([N:7]([CH2:21][C:22]1[CH:27]=[CH:26][C:25]([C:28]#[C:29][C:30]2[CH:35]=[CH:34][C:33]([O:36][CH3:37])=[CH:32][CH:31]=2)=[CH:24][CH:23]=1)[C:8]1[CH:20]=[CH:19][C:11]2[O:12]C(C)(C)[O:14][C:15](=[O:16])[C:10]=2[CH:9]=1)[CH2:2][CH2:3][CH2:4][CH2:5][CH3:6].[OH-].[Na+], predict the reaction product. (4) Given the reactants Cl[C:2]1[CH:7]=[C:6]([CH2:8][CH:9]2[CH2:14][O:13][C:12]([CH3:16])([CH3:15])[O:11][CH2:10]2)[N:5]=[C:4]([S:17][CH2:18][C:19]2[CH:24]=[CH:23][CH:22]=[C:21]([F:25])[C:20]=2[F:26])[N:3]=1.[N:27]1([S:31]([NH2:34])(=[O:33])=[O:32])[CH2:30][CH2:29][CH2:28]1.CC(C1C=C(C(C)C)C(C2C=CC=CC=2P(C2CCCCC2)C2CCCCC2)=C(C(C)C)C=1)C.C(=O)([O-])[O-].[Cs+].[Cs+], predict the reaction product. The product is: [F:26][C:20]1[C:21]([F:25])=[CH:22][CH:23]=[CH:24][C:19]=1[CH2:18][S:17][C:4]1[N:3]=[C:2]([NH:34][S:31]([N:27]2[CH2:30][CH2:29][CH2:28]2)(=[O:33])=[O:32])[CH:7]=[C:6]([CH2:8][CH:9]2[CH2:14][O:13][C:12]([CH3:16])([CH3:15])[O:11][CH2:10]2)[N:5]=1. (5) Given the reactants IC.[OH:3][C:4]1[CH:9]=[CH:8][C:7]2[CH2:10][O:11][C@@H:12]3[C@H:16]([C:6]=2[CH:5]=1)[CH2:15][N:14](C(OC(C)(C)C)=O)[CH2:13]3.[C:24]([O-])([O-])=O.[K+].[K+].C(NCC)C.[ClH:35], predict the reaction product. The product is: [ClH:35].[CH3:24][O:3][C:4]1[CH:9]=[CH:8][C:7]2[CH2:10][O:11][C@@H:12]3[C@H:16]([C:6]=2[CH:5]=1)[CH2:15][NH:14][CH2:13]3. (6) The product is: [CH:18]1([N:13]2[C:12]([C:35]3[CH:36]=[CH:37][C:32]([C:30]#[N:31])=[CH:33][CH:34]=3)=[C:11]3[C:15]([CH2:16][CH2:17][NH:8][CH2:9][CH2:10]3)=[N:14]2)[CH2:19][CH2:20][CH2:21]1. Given the reactants C(OC([N:8]1[CH2:17][CH2:16][C:15]2[C:11](=[C:12](OS(C(F)(F)F)(=O)=O)[N:13]([CH:18]3[CH2:21][CH2:20][CH2:19]3)[N:14]=2)[CH2:10][CH2:9]1)=O)(C)(C)C.[C:30]([C:32]1[CH:37]=[CH:36][C:35](B(O)O)=[CH:34][CH:33]=1)#[N:31], predict the reaction product.